This data is from Catalyst prediction with 721,799 reactions and 888 catalyst types from USPTO. The task is: Predict which catalyst facilitates the given reaction. (1) Reactant: C[O:2][C:3](=[O:36])[CH:4]([CH2:24][CH:25]=[CH:26][CH2:27][P:28]([O:33][CH2:34][CH3:35])([O:30][CH2:31][CH3:32])=[O:29])[CH2:5][C:6]([CH3:23])=[CH:7][CH2:8][C:9]1[C:10]([OH:22])=[C:11]2[C:15](=[C:16]([CH3:20])[C:17]=1[O:18][CH3:19])[CH2:14][O:13][C:12]2=[O:21].[OH-].[Li+]. Product: [CH2:31]([O:30][P:28]([CH2:27][CH:26]=[CH:25][CH2:24][CH:4]([CH2:5][C:6]([CH3:23])=[CH:7][CH2:8][C:9]1[C:10]([OH:22])=[C:11]2[C:15](=[C:16]([CH3:20])[C:17]=1[O:18][CH3:19])[CH2:14][O:13][C:12]2=[O:21])[C:3]([OH:36])=[O:2])([O:33][CH2:34][CH3:35])=[O:29])[CH3:32]. The catalyst class is: 20. (2) Reactant: [S:1]([C:4]1[S:8][C:7]([NH:9][C:10]2[N:15]=[CH:14][C:13]([CH2:16][OH:17])=[CH:12][CH:11]=2)=[N:6][CH:5]=1)[C:2]#N.SC[C@H]([C@@H](CS)O)O.[O-]P([O-])([O-])=O.[K+].[K+].[K+].ClC1[CH:40]=[CH:39][N:38]=[C:37]([C:41]([O:43][CH3:44])=[O:42])[C:36]=1[F:45]. Product: [F:45][C:36]1[C:37]([C:41]([O:43][CH3:44])=[O:42])=[N:38][CH:39]=[CH:40][C:2]=1[S:1][C:4]1[S:8][C:7]([NH:9][C:10]2[CH:11]=[CH:12][C:13]([CH2:16][OH:17])=[CH:14][N:15]=2)=[N:6][CH:5]=1. The catalyst class is: 475. (3) Reactant: C(N=C=NCCCN(C)C)C.Cl.C(N(CC)CC)C.[Br:20][C:21]1[O:25][C:24]([C:26]([OH:28])=O)=[CH:23][CH:22]=1.C1C=CC2N(O)N=NC=2C=1.Cl.[CH3:40][O:41][NH:42][CH3:43]. Product: [CH3:40][O:41][N:42]([CH3:43])[C:26]([C:24]1[O:25][C:21]([Br:20])=[CH:22][CH:23]=1)=[O:28]. The catalyst class is: 4. (4) Reactant: [CH:1]([C:4]1[CH:9]=[CH:8][C:7]([S:10]([NH:13][C:14]2[CH:15]=[C:16]3[C:21](=[CH:22][CH:23]=2)[CH2:20][CH:19]([NH:24][C:25](=O)[CH2:26][CH3:27])[CH2:18][CH2:17]3)(=[O:12])=[O:11])=[CH:6][CH:5]=1)([CH3:3])[CH3:2].Cl. Product: [CH:1]([C:4]1[CH:5]=[CH:6][C:7]([S:10]([NH:13][C:14]2[CH:23]=[CH:22][C:21]3[CH2:20][C@H:19]([NH:24][CH2:25][CH2:26][CH3:27])[CH2:18][CH2:17][C:16]=3[CH:15]=2)(=[O:12])=[O:11])=[CH:8][CH:9]=1)([CH3:3])[CH3:2]. The catalyst class is: 7. (5) Product: [C:48]1([C@@H:54]2[CH2:56][C@H:55]2[C:57]([O:25][C:21]2[CH:22]=[CH:23][CH:24]=[C:19]([C:3]3([F:2])[CH2:4][CH2:5][N:6]([C:9]([C@@H:10]4[CH2:11][C@H:12]4[C:13]4[CH:18]=[CH:17][CH:16]=[CH:15][CH:14]=4)=[O:40])[CH2:7][CH2:8]3)[CH:20]=2)=[O:58])[CH:53]=[CH:52][CH:51]=[CH:50][CH:49]=1. Reactant: Cl.[F:2][C:3]1([C:19]2[CH:24]=[CH:23][CH:22]=[C:21]([OH:25])[CH:20]=2)[CH2:8][CH2:7][N:6]([CH2:9][C@H:10]2[C@H:12]([C:13]3[CH:18]=[CH:17][CH:16]=[CH:15][CH:14]=3)[CH2:11]2)[CH2:5][CH2:4]1.Cl.FC1(C2C=CC=C([OH:40])C=2)CCNCC1.C(N(CC)CC)C.[C:48]1([C@@H:54]2[CH2:56][C@H:55]2[C:57](Cl)=[O:58])[CH:53]=[CH:52][CH:51]=[CH:50][CH:49]=1. The catalyst class is: 1. (6) Reactant: [NH2:1][C:2]1[C:3]([F:32])=[CH:4][C:5]([Cl:31])=[C:6]([C:8]2[C:9](=[O:30])[N:10]([CH2:28][CH3:29])[C:11]3[C:16]([CH:17]=2)=[CH:15][N:14]=[C:13]([NH:18][CH2:19][CH2:20][CH2:21][N:22]2[CH2:27][CH2:26][O:25][CH2:24][CH2:23]2)[CH:12]=3)[CH:7]=1.[C:33]1([N:39]=[C:40]=[O:41])[CH:38]=[CH:37][CH:36]=[CH:35][CH:34]=1. Product: [Cl:31][C:5]1[C:6]([C:8]2[C:9](=[O:30])[N:10]([CH2:28][CH3:29])[C:11]3[C:16]([CH:17]=2)=[CH:15][N:14]=[C:13]([NH:18][CH2:19][CH2:20][CH2:21][N:22]2[CH2:23][CH2:24][O:25][CH2:26][CH2:27]2)[CH:12]=3)=[CH:7][C:2]([NH:1][C:40]([NH:39][C:33]2[CH:38]=[CH:37][CH:36]=[CH:35][CH:34]=2)=[O:41])=[C:3]([F:32])[CH:4]=1. The catalyst class is: 17. (7) Reactant: [H-].[Na+].[CH2:3]([OH:7])[C:4]#[C:5][CH3:6].Cl[C:9]1[CH:14]=[C:13](Cl)[N:12]=[CH:11][N:10]=1.[Cl-].[NH4+]. Product: [CH2:3]([O:7][C:9]1[CH:14]=[C:13]([O:7][CH2:3][C:4]#[C:5][CH3:6])[N:12]=[CH:11][N:10]=1)[C:4]#[C:5][CH3:6]. The catalyst class is: 7. (8) Reactant: Cl[C:2]([O:4][CH2:5][C:6]1[CH:11]=[CH:10][CH:9]=[CH:8][CH:7]=1)=[O:3].[NH2:12][C:13]1[C:22]2[C:17](=[CH:18][CH:19]=[CH:20][CH:21]=2)[C:16]([CH2:23][C:24]([O:26][CH2:27][CH3:28])=[O:25])=[C:15]([N+:29]([O-:31])=[O:30])[CH:14]=1.CCN(CC)CC. Product: [CH2:5]([O:4][C:2]([NH:12][C:13]1[C:22]2[C:17](=[CH:18][CH:19]=[CH:20][CH:21]=2)[C:16]([CH2:23][C:24]([O:26][CH2:27][CH3:28])=[O:25])=[C:15]([N+:29]([O-:31])=[O:30])[CH:14]=1)=[O:3])[C:6]1[CH:11]=[CH:10][CH:9]=[CH:8][CH:7]=1. The catalyst class is: 2.